This data is from Forward reaction prediction with 1.9M reactions from USPTO patents (1976-2016). The task is: Predict the product of the given reaction. (1) Given the reactants [Cl:1][C:2]1[N:7]=[C:6]2[NH:8][N:9]=[C:10]([OH:11])[C:5]2=[C:4]([CH3:12])[CH:3]=1.[N:13]([CH:16]1[C:25]2[C:20](=[CH:21][CH:22]=[CH:23][CH:24]=2)[CH2:19][CH2:18][CH2:17]1)=[C:14]=[O:15], predict the reaction product. The product is: [CH:16]1([NH:13][C:14]([N:9]2[C:10](=[O:11])[C:5]3[C:6](=[N:7][C:2]([Cl:1])=[CH:3][C:4]=3[CH3:12])[NH:8]2)=[O:15])[C:25]2[C:20](=[CH:21][CH:22]=[CH:23][CH:24]=2)[CH2:19][CH2:18][CH2:17]1. (2) Given the reactants Cl[C:2]1[CH:9]=[CH:8][CH:7]=[C:4]([C:5]#[N:6])[C:3]=1[C:10]#[N:11].[S:12]1[CH:16]=[CH:15][CH:14]=[C:13]1B(O)O.[F-].[Cs+], predict the reaction product. The product is: [S:12]1[CH:16]=[CH:15][CH:14]=[C:13]1[C:2]1[CH:9]=[CH:8][CH:7]=[C:4]([C:5]#[N:6])[C:3]=1[C:10]#[N:11]. (3) Given the reactants [F:1][C:2]1[CH:3]=[C:4]([N:9]2[CH:13]=[C:12]([NH2:14])[N:11]=[CH:10]2)[CH:5]=[C:6]([F:8])[CH:7]=1.[O:15]=[C:16]1[N:20]2[CH2:21][CH2:22][C@H:23]([CH2:25][C:26](O)=[O:27])[CH2:24][C@@H:19]2[CH2:18][O:17]1, predict the reaction product. The product is: [F:8][C:6]1[CH:5]=[C:4]([N:9]2[CH:13]=[C:12]([NH:14][C:26](=[O:27])[CH2:25][C@H:23]3[CH2:22][CH2:21][N:20]4[C:16](=[O:15])[O:17][CH2:18][C@H:19]4[CH2:24]3)[N:11]=[CH:10]2)[CH:3]=[C:2]([F:1])[CH:7]=1. (4) Given the reactants [CH3:1][O:2][C:3](=[O:17])[CH2:4][CH2:5][CH2:6][CH2:7][CH2:8][S:9][C:10]1[CH:15]=[CH:14][C:13](Br)=[CH:12][CH:11]=1.[Cl:18][C:19]1[CH:24]=[CH:23][C:22](B(O)O)=[CH:21][CH:20]=1.C(=O)([O-])[O-].[Cs+].[Cs+], predict the reaction product. The product is: [CH3:1][O:2][C:3](=[O:17])[CH2:4][CH2:5][CH2:6][CH2:7][CH2:8][S:9][C:10]1[CH:15]=[CH:14][C:13]([C:22]2[CH:23]=[CH:24][C:19]([Cl:18])=[CH:20][CH:21]=2)=[CH:12][CH:11]=1. (5) Given the reactants [F:1][C:2]([F:42])([F:41])[C:3]1[CH:4]=[C:5]([C:13]([CH3:40])([CH3:39])[C:14]([N:16]([C:18]2[CH:19]=[N:20][C:21]([O:31][CH:32]([CH2:36][O:37]C)[CH2:33][O:34]C)=[CH:22][C:23]=2[C:24]2[CH:29]=[CH:28][CH:27]=[CH:26][C:25]=2[Cl:30])[CH3:17])=[O:15])[CH:6]=[C:7]([C:9]([F:12])([F:11])[F:10])[CH:8]=1.B(Br)(Br)Br, predict the reaction product. The product is: [F:12][C:9]([F:10])([F:11])[C:7]1[CH:6]=[C:5]([C:13]([CH3:40])([CH3:39])[C:14]([N:16]([C:18]2[CH:19]=[N:20][C:21]([O:31][CH:32]([CH2:33][OH:34])[CH2:36][OH:37])=[CH:22][C:23]=2[C:24]2[CH:29]=[CH:28][CH:27]=[CH:26][C:25]=2[Cl:30])[CH3:17])=[O:15])[CH:4]=[C:3]([C:2]([F:42])([F:1])[F:41])[CH:8]=1. (6) Given the reactants Br[C:2]1[C:11]([O:12][C:13]2[C:22]3[C:17](=[CH:18][C:19]([O:25][CH3:26])=[C:20]([O:23][CH3:24])[CH:21]=3)[N:16]=[CH:15][CH:14]=2)=[CH:10][C:9]2[C:4](=[CH:5][CH:6]=[CH:7][CH:8]=2)[N:3]=1.[N:27]1[CH:32]=[CH:31][C:30](B(O)O)=[CH:29][CH:28]=1.C(=O)([O-])[O-].[K+].[K+], predict the reaction product. The product is: [CH3:24][O:23][C:20]1[CH:21]=[C:22]2[C:17](=[CH:18][C:19]=1[O:25][CH3:26])[N:16]=[CH:15][CH:14]=[C:13]2[O:12][C:11]1[C:2]([C:30]2[CH:31]=[CH:32][N:27]=[CH:28][CH:29]=2)=[N:3][C:4]2[C:9]([CH:10]=1)=[CH:8][CH:7]=[CH:6][CH:5]=2. (7) Given the reactants [CH3:1][O:2][C:3]1[CH:8]=[CH:7][C:6]([C:9]([F:12])([F:11])[F:10])=[CH:5][C:4]=1[N:13]=[C:14]=[N:15][C:16]1[CH:21]=[CH:20][N:19]=[CH:18][C:17]=1/[CH:22]=[CH:23]/[C:24]([O:26][CH3:27])=[O:25].[F:28][C:29]1[CH:34]=[CH:33][C:32]([N:35]2[CH2:40][CH2:39][NH:38][CH2:37][CH2:36]2)=[CH:31][CH:30]=1, predict the reaction product. The product is: [F:28][C:29]1[CH:30]=[CH:31][C:32]([N:35]2[CH2:40][CH2:39][N:38]([C:14]3[N:13]([C:4]4[CH:5]=[C:6]([C:9]([F:12])([F:11])[F:10])[CH:7]=[CH:8][C:3]=4[O:2][CH3:1])[CH:22]([CH2:23][C:24]([O:26][CH3:27])=[O:25])[C:17]4[CH:18]=[N:19][CH:20]=[CH:21][C:16]=4[N:15]=3)[CH2:37][CH2:36]2)=[CH:33][CH:34]=1.